From a dataset of Human Reference Interactome with 51,813 positive PPI pairs across 8,248 proteins, plus equal number of experimentally-validated negative pairs. Binary Classification. Given two protein amino acid sequences, predict whether they physically interact or not. Protein 1 (ENSG00000135316) has sequence MATEHVNGNGTEEPMDTTSAVIHSENFQTLLDAGLPQKVAEKLDEIYVAGLVAHSDLDERAIEALKEFNEDGALAVLQQFKDSDLSHVQNKSAFLCGVMKTYRQREKQGTKVADSSKGPDEAKIKALLERTGYTLDVTTGQRKYGGPPPDSVYSGQQPSVGTEIFVGKIPRDLFEDELVPLFEKAGPIWDLRLMMDPLTGLNRGYAFVTFCTKEAAQEAVKLYNNHEIRSGKHIGVCISVANNRLFVGSIPKSKTKEQILEEFSKVTEGLTDVILYHQPDDKKKNRGFCFLEYEDHKTAA.... Protein 2 (ENSG00000173894) has sequence MEELSSVGEQVFAAECILSKRLRKGKLEYLVKWRGWSSKHNSWEPEENILDPRLLLAFQKKEHEKEVQNRKRGKRPRGRPRKLTAMSSCSRRSKLKVGGCAGYADPTSQHPLGVGGRQREGLGPSGRGWHFCQQSVPLLGKQEPPFFLSLSFCCQGPQPAESSSPPLPGASCFSLSCTPLCWVAGSNCCRQALFPPRGSLGDGKEQEACVQ*MEELSSVGEQVFAAECILSKRLRKGKLEYLVKWRGWSSKHNSWEPEENILDPRLLLAFQKKEHEKEVQNRKRGKRPRGRPRKLTAMSS.... Result: 0 (the proteins do not interact).